From a dataset of Forward reaction prediction with 1.9M reactions from USPTO patents (1976-2016). Predict the product of the given reaction. (1) Given the reactants C([O:3][C:4](=[O:29])[CH2:5][CH2:6][C:7]1[CH:12]=[CH:11][C:10]([O:13][CH2:14][CH2:15][C:16]2[N:17]=[C:18]([C:22]3[CH:27]=[CH:26][CH:25]=[CH:24][CH:23]=3)[O:19][C:20]=2[CH3:21])=[CH:9][C:8]=1[OH:28])C.[Li+].[OH-], predict the reaction product. The product is: [CH3:21][C:20]1[O:19][C:18]([C:22]2[CH:27]=[CH:26][CH:25]=[CH:24][CH:23]=2)=[N:17][C:16]=1[CH2:15][CH2:14][O:13][C:10]1[CH:11]=[CH:12][C:7]([CH2:6][CH2:5][C:4]([OH:29])=[O:3])=[C:8]([OH:28])[CH:9]=1. (2) Given the reactants [F:1][C:2]1[CH:8]=[CH:7][C:5]([NH2:6])=[CH:4][CH:3]=1.N1C=CC=CC=1.[N+:15]([C:18]1[CH:26]=[CH:25][CH:24]=[CH:23][C:19]=1[C:20](Cl)=[O:21])([O-:17])=[O:16], predict the reaction product. The product is: [F:1][C:2]1[CH:8]=[CH:7][C:5]([NH:6][C:20](=[O:21])[C:19]2[CH:23]=[CH:24][CH:25]=[CH:26][C:18]=2[N+:15]([O-:17])=[O:16])=[CH:4][CH:3]=1. (3) Given the reactants [Cl:1][C:2]1[CH:3]=[C:4]2[C:9](=[CH:10][CH:11]=1)[N:8]=[C:7]([O:12][CH3:13])[C:6]([NH:14][C:15](=[O:19])OCC)=[N:5]2.[Cl:20][C:21]1[CH:22]=[C:23]([N:27]2[CH2:32][CH2:31][NH:30][CH2:29][CH2:28]2)[CH:24]=[CH:25][CH:26]=1, predict the reaction product. The product is: [Cl:1][C:2]1[CH:3]=[C:4]2[C:9](=[CH:10][CH:11]=1)[N:8]=[C:7]([O:12][CH3:13])[C:6]([NH:14][C:15]([N:30]1[CH2:29][CH2:28][N:27]([C:23]3[CH:24]=[CH:25][CH:26]=[C:21]([Cl:20])[CH:22]=3)[CH2:32][CH2:31]1)=[O:19])=[N:5]2. (4) Given the reactants Cl.[CH3:2][O:3][C:4]1[C:9]2[N:10]=[C:11]([C:13]3[NH:22][C:16]4[CH2:17][CH2:18][NH:19][CH2:20][CH2:21][C:15]=4[N:14]=3)[S:12][C:8]=2[C:7]([N:23]2[CH2:28][CH2:27][O:26][CH2:25][CH2:24]2)=[CH:6][CH:5]=1.C(N(C(C)C)C(C)C)C.[CH3:38][S:39](Cl)(=[O:41])=[O:40], predict the reaction product. The product is: [CH3:38][S:39]([N:19]1[CH2:20][CH2:21][C:15]2[N:14]=[C:13]([C:11]3[S:12][C:8]4[C:7]([N:23]5[CH2:24][CH2:25][O:26][CH2:27][CH2:28]5)=[CH:6][CH:5]=[C:4]([O:3][CH3:2])[C:9]=4[N:10]=3)[NH:22][C:16]=2[CH2:17][CH2:18]1)(=[O:41])=[O:40].